From a dataset of Experimentally validated miRNA-target interactions with 360,000+ pairs, plus equal number of negative samples. Binary Classification. Given a miRNA mature sequence and a target amino acid sequence, predict their likelihood of interaction. (1) The miRNA is cel-miR-228-5p with sequence AAUGGCACUGCAUGAAUUCACGG. The protein sequence of the target gene is MSFSATILFSPPSGSEARCCCCACKSETNGGNTGSQGGNPPPSTPITVTGHGLAVQSSEQLLHVIYQRVDKAVGLAEAALGLARANNELLKRLQEEVGDLRQGKVSIPDEDGESRAHSSPPEEPGPLKESPGEAFKALSAVEEECDSVGSGVQVVIEELRQLGAASVGPGPLGFPATQRDMRLPGCTLAASEAAPLLNPLVDDYVASEGAVQRVLVPAYAKQLSPATQLAIQRATPETGPENGTKLPPPRPEDMLNAAAALDSALEESGPGSTGELRHSLGLTVSPCRTRGSGQKNSRRK.... Result: 0 (no interaction). (2) The miRNA is hsa-miR-193b-3p with sequence AACUGGCCCUCAAAGUCCCGCU. The protein sequence of the target gene is MADSSGRGAGKPATGPTNSSSAKKKDKRVQGGRVIESRYLQYEKKTTQKAPAGDGSQTRGKMSEGGRKSSLLQKSKADSSGVGKGDLQSTLLEGHGTAPPDLDLSAINDKSIVKKTPQLAKTISKKPESTSFSAPRKKSPDLSEAMEMMESQTLLLTLLSVKMENNLAEFERRAEKNLLIMCKEKEKLQKKAHELKRRLLLSQRKRELADVLDAQIEMLSPFEAVATRFKEQYRTFATALDTTRHELPVRSIHLEGDGQQLLDALQHELVTTQRLLGELDVGDSEENVQVLDLLSELKDV.... Result: 1 (interaction). (3) The miRNA is hsa-miR-657 with sequence GGCAGGUUCUCACCCUCUCUAGG. The protein sequence of the target gene is MASAASVTSLADEVNCPICQGTLREPVTIDCGHNFCRACLTRYCEIPGPDLEESPTCPLCKEPFRPGSFRPNWQLANVVENIERLQLVSTLGLGEEDVCQEHGEKIYFFCEDDEMQLCVVCREAGEHATHTMRFLEDAAAPYREQIHKCLKCLRKEREEIQEIQSRENKRMQVLLTQVSTKRQQVISEFAHLRKFLEEQQSILLAQLESQDGDILRQRDEFDLLVAGEICRFSALIEELEEKNERPARELLTDIRSTLIRCETRKCRKPVAVSPELGQRIRDFPQQALPLQREMKMFLEK.... Result: 1 (interaction). (4) The miRNA is hsa-miR-3661 with sequence UGACCUGGGACUCGGACAGCUG. The protein sequence of the target gene is MSGLRVYSTSVTGSREIKSQQSEVTRILDGKRIQYQLVDISQDNALRDEMRALAGNPKATPPQIVNGDQYCGDYELFVEAVEQNTLQEFLKLA. Result: 0 (no interaction). (5) The miRNA is hsa-miR-6749-3p with sequence CUCCUCCCCUGCCUGGCCCAG. The protein sequence of the target gene is MPSQMEHAMETMMFTFHKFAGDKGYLTKEDLRVLMEKEFPGFLENQKDPLAVDKIMKDLDQCRDGKVGFQSFFSLIAGLTIACNDYFVVHMKQKGKK. Result: 0 (no interaction). (6) The miRNA is ssc-miR-187 with sequence UCGUGUCUUGUGUUGCAGCCGG. The protein sequence of the target gene is MATAAAAAAVMAPPGCPGSCPNFAVVCSFLERYGPLLDLPELPFPELERVLQAPPPDVGNGEVPKELVELHLKLMRKIGKSVTADRWEKYLIKICQEFNSTWAWEMEKKGYLEMSVECKLALLKYLCECQFDDNLKFKNIINEEDADTMRLQPIGRDKDGLMYWYQLDQDHNVRMYIEEQDDQDGSSWKCIVRNRNELAETLALLKAQIDPVLLKNSSQQDNSSRESPSLEDEETKKEEETPKQEEQKESEKMKSEEQPMDLENRSTANVLEETTVKKEKEDEKELVKLPVIVKLEKPLP.... Result: 0 (no interaction). (7) The miRNA is hsa-miR-519d-3p with sequence CAAAGUGCCUCCCUUUAGAGUG. The protein sequence of the target gene is MLLSQNAFIFRSLNLVLMVYISLVFGISYDSPDYTDESCTFKISLRNFRSILSWELKNHSIVPTHYTLLYTIMSKPEDLKVVKNCANTTRSFCDLTDEWRSTHEAYVTVLEGFSGNTTLFSCSHNFWLAIDMSFEPPEFEIVGFTNHINVMVKFPSIVEEELQFDLSLVIEEQSEGIVKKHKPEIKGNMSGNFTYIIDKLIPNTNYCVSVYLEHSDEQAVIKSPLKCTLLPPGQESESAESAKIGGIITVFLIALVLTSTIVTLKWIGYICLRNSLPKVLNFHNFLAWPFPNLPPLEAMD.... Result: 1 (interaction). (8) The miRNA is hsa-miR-493-5p with sequence UUGUACAUGGUAGGCUUUCAUU. The protein sequence of the target gene is MEESTAPIEAHAAAGAEAGAEGGEGVSVPPPPQFEAAGASAGVSSAPLQQASGLAPLLVTPGPAIRRAASLRPAPAEGGGARSGPERNSGSWTKQILCRYYLHGQCKEGDNCRYSHDLSGRRRSRGGQDAQPRASADRGPKMATRWEPPTQEVAEAPPAASSSSLPLIGSAAERGFTEAEIDNAGIRSAAERGFSEAEIDNASLAAGAAAGAGAEGWEGAIEFVPGQPYRGRMVPPHGPEAPLQSPAIEREHMAMGMGMPMPVPMPMPVPMPVPMPLPLCRYAARGQCLRGDRCAYPHGE.... Result: 0 (no interaction).